Dataset: Catalyst prediction with 721,799 reactions and 888 catalyst types from USPTO. Task: Predict which catalyst facilitates the given reaction. (1) Reactant: [N:1]1[CH:2]=[CH:3][N:4]2[CH:9]=[CH:8][C:7]([C:10]([NH2:12])=O)=[CH:6][C:5]=12.C(N(CC)CC)C.FC(F)(F)C(OC(=O)C(F)(F)F)=O. Product: [N:1]1[CH:2]=[CH:3][N:4]2[CH:9]=[CH:8][C:7]([C:10]#[N:12])=[CH:6][C:5]=12. The catalyst class is: 2. (2) Reactant: [C:1]([O:5][C:6]([N:8]1[CH2:14][CH2:13][C:12]2[C:15]([CH2:20]Cl)=[C:16]([Cl:19])[CH:17]=[CH:18][C:11]=2[CH2:10][CH2:9]1)=[O:7])([CH3:4])([CH3:3])[CH3:2].[Br-:22].[Li+]. Product: [Br:22][CH2:20][C:15]1[C:12]2[CH2:13][CH2:14][N:8]([C:6]([O:5][C:1]([CH3:4])([CH3:3])[CH3:2])=[O:7])[CH2:9][CH2:10][C:11]=2[CH:18]=[CH:17][C:16]=1[Cl:19]. The catalyst class is: 1. (3) Product: [Cl:20][C:19]1[CH:18]=[CH:17][C:16]([NH:21][C:22](=[O:33])[C:23]2[CH:28]=[CH:27][CH:26]=[C:25]([C:29]([F:31])([F:30])[F:32])[CH:24]=2)=[CH:15][C:14]=1[C:3]1[C:2](=[O:35])[NH:13][C:6]2[N:7]=[C:8]([S:11][CH3:12])[N:9]=[CH:10][C:5]=2[CH:4]=1. The catalyst class is: 67. Reactant: N[C:2]1[C:3]([C:14]2[CH:15]=[C:16]([NH:21][C:22](=[O:33])[C:23]3[CH:28]=[CH:27][CH:26]=[C:25]([C:29]([F:32])([F:31])[F:30])[CH:24]=3)[CH:17]=[CH:18][C:19]=2[Cl:20])=[CH:4][C:5]2[CH:10]=[N:9][C:8]([S:11][CH3:12])=[N:7][C:6]=2[N:13]=1.N([O-])=[O:35].[Na+]. (4) Reactant: [F:1][C:2]1[C:3]([NH:9][C:10]([NH:12][CH2:13][C:14]2[CH:19]=[CH:18][CH:17]=[CH:16][C:15]=2[O:20][CH3:21])=[O:11])=[N:4][C:5](=[O:8])[NH:6][CH:7]=1.[CH2:22]([N:24]=[C:25]=[O:26])[CH3:23]. Product: [CH2:22]([NH:24][C:25]([N:6]1[CH:7]=[C:2]([F:1])[C:3]([NH:9][C:10]([NH:12][CH2:13][C:14]2[CH:19]=[CH:18][CH:17]=[CH:16][C:15]=2[O:20][CH3:21])=[O:11])=[N:4][C:5]1=[O:8])=[O:26])[CH3:23]. The catalyst class is: 1. (5) Reactant: [CH3:1][NH:2][C:3](=[O:22])[CH2:4][C:5]([C:7]1[CH:12]=[C:11]([C:13]([CH3:16])([CH3:15])[CH3:14])[C:10]([OH:17])=[C:9]([C:18]([CH3:21])([CH3:20])[CH3:19])[CH:8]=1)=[O:6].C1(C)C=CC=CC=1.CO[CH:32](OC)[N:33]([CH3:35])[CH3:34]. Product: [CH3:1][NH:2][C:3](=[O:22])[C:4](=[CH:32][N:33]([CH3:35])[CH3:34])[C:5]([C:7]1[CH:8]=[C:9]([C:18]([CH3:21])([CH3:20])[CH3:19])[C:10]([OH:17])=[C:11]([C:13]([CH3:14])([CH3:15])[CH3:16])[CH:12]=1)=[O:6]. The catalyst class is: 5. (6) The catalyst class is: 8. Product: [N:12]1([C:2]2[S:3][C:4]([C:7]([O:9][CH2:10][CH3:11])=[O:8])=[CH:5][N:6]=2)[CH2:17][CH2:16][NH:15][CH2:14][CH2:13]1. Reactant: Br[C:2]1[S:3][C:4]([C:7]([O:9][CH2:10][CH3:11])=[O:8])=[CH:5][N:6]=1.[NH:12]1[CH2:17][CH2:16][NH:15][CH2:14][CH2:13]1. (7) Reactant: [CH3:1][N:2]1[CH2:7][CH2:6][N:5]([CH:8]2[CH2:13][CH2:12][NH:11][CH2:10][CH2:9]2)[CH2:4][CH2:3]1.F[C:15]1[CH:20]=[CH:19][C:18]([N+:21]([O-:23])=[O:22])=[C:17]([O:24][CH3:25])[CH:16]=1.C(=O)([O-])[O-].[K+].[K+]. Product: [CH3:25][O:24][C:17]1[CH:16]=[C:15]([N:11]2[CH2:12][CH2:13][CH:8]([N:5]3[CH2:6][CH2:7][N:2]([CH3:1])[CH2:3][CH2:4]3)[CH2:9][CH2:10]2)[CH:20]=[CH:19][C:18]=1[N+:21]([O-:23])=[O:22]. The catalyst class is: 3.